This data is from Peptide-MHC class II binding affinity with 134,281 pairs from IEDB. The task is: Regression. Given a peptide amino acid sequence and an MHC pseudo amino acid sequence, predict their binding affinity value. This is MHC class II binding data. (1) The peptide sequence is ASIIRLVGAVLAEQH. The MHC is DRB1_1001 with pseudo-sequence DRB1_1001. The binding affinity (normalized) is 0.460. (2) The peptide sequence is KYKTFEAAFTVSSKR. The MHC is DRB1_0101 with pseudo-sequence DRB1_0101. The binding affinity (normalized) is 0.693. (3) The peptide sequence is KLRSAGEVEIQFRRV. The MHC is HLA-DQA10501-DQB10301 with pseudo-sequence HLA-DQA10501-DQB10301. The binding affinity (normalized) is 0.554.